Dataset: Full USPTO retrosynthesis dataset with 1.9M reactions from patents (1976-2016). Task: Predict the reactants needed to synthesize the given product. (1) Given the product [Cl:16][C:17]1[N:22]=[C:21]([N:23]2[CH2:28][CH2:27][CH2:26][C@@H:25]([N:29]([CH2:30][CH:31]3[CH2:33][CH2:32]3)[C:9](=[O:10])[O:11][C:12]([CH3:13])([CH3:14])[CH3:15])[CH2:24]2)[CH:20]=[C:19]([CH2:34][CH2:35][CH3:36])[N:18]=1, predict the reactants needed to synthesize it. The reactants are: [C:12]([O:11][C:9](O[C:9]([O:11][C:12]([CH3:15])([CH3:14])[CH3:13])=[O:10])=[O:10])([CH3:15])([CH3:14])[CH3:13].[Cl:16][C:17]1[N:22]=[C:21]([N:23]2[CH2:28][CH2:27][CH2:26][C@@H:25]([NH:29][CH2:30][CH:31]3[CH2:33][CH2:32]3)[CH2:24]2)[CH:20]=[C:19]([CH2:34][CH2:35][CH3:36])[N:18]=1. (2) The reactants are: [H-].[Na+].[C:3]1([NH:9][C:10]2[CH:19]=[CH:18][C:13]([C:14]([O:16]C)=[O:15])=[CH:12][CH:11]=2)[CH:8]=[CH:7][CH:6]=[CH:5][CH:4]=1.[CH3:20]I. Given the product [CH3:20][N:9]([C:3]1[CH:8]=[CH:7][CH:6]=[CH:5][CH:4]=1)[C:10]1[CH:19]=[CH:18][C:13]([C:14]([OH:16])=[O:15])=[CH:12][CH:11]=1, predict the reactants needed to synthesize it. (3) Given the product [CH2:25]([O:24][C:22]([C:21]1[C:20]2([C:18]([O:17][CH2:15][CH3:16])=[O:19])[N:46]([CH2:47][CH2:48][C:49]3[C:57]4[C:52](=[CH:53][CH:54]=[CH:55][CH:56]=4)[NH:51][C:50]=32)[CH:7]=[C:6]([C:5](=[O:14])[C:4]2[CH:3]=[C:2]([Cl:1])[CH:11]=[CH:10][C:9]=2[OH:8])[CH:12]=1)=[O:23])[CH3:26], predict the reactants needed to synthesize it. The reactants are: [Cl:1][C:2]1[CH:3]=[C:4]2[C:9](=[CH:10][CH:11]=1)[O:8][CH:7]=[C:6]([CH:12]=O)[C:5]2=[O:14].[CH2:15]([O:17][C:18]([C:20]#[C:21][C:22]([O:24][CH2:25][CH3:26])=[O:23])=[O:19])[CH3:16].C1(P(C2C=CC=CC=2)C2C=CC=CC=2)C=CC=CC=1.[NH2:46][CH2:47][CH2:48][C:49]1[C:57]2[C:52](=[CH:53][CH:54]=[CH:55][CH:56]=2)[NH:51][CH:50]=1. (4) Given the product [O:1]=[C:2]1[CH2:3][NH:4][CH2:5][CH2:6][N:7]1[CH2:8][C:9]([NH:10][C:11]1[CH:16]=[CH:15][C:14]([C:17]([F:20])([F:19])[F:18])=[CH:13][N:12]=1)=[O:21].[ClH:29], predict the reactants needed to synthesize it. The reactants are: [O:1]=[C:2]1[N:7]([CH2:8][C:9](=[O:21])[NH:10][C:11]2[CH:16]=[CH:15][C:14]([C:17]([F:20])([F:19])[F:18])=[CH:13][N:12]=2)[CH2:6][CH2:5][N:4](C(OC(C)(C)C)=O)[CH2:3]1.[ClH:29]. (5) Given the product [CH3:24][O:25][CH2:26][CH:27]1[CH2:32][CH2:31][N:30]([C:2]2[C:3]3[C:16]([C:17]4[CH:22]=[CH:21][CH:20]=[CH:19][CH:18]=4)=[CH:15][S:14][C:4]=3[N:5]=[C:6]([CH2:8][C:9]([OH:11])=[O:10])[N:7]=2)[CH2:29][CH2:28]1, predict the reactants needed to synthesize it. The reactants are: Cl[C:2]1[C:3]2[C:16]([C:17]3[CH:22]=[CH:21][CH:20]=[CH:19][CH:18]=3)=[CH:15][S:14][C:4]=2[N:5]=[C:6]([CH2:8][C:9]([O:11]CC)=[O:10])[N:7]=1.Cl.[CH3:24][O:25][CH2:26][CH:27]1[CH2:32][CH2:31][NH:30][CH2:29][CH2:28]1.C(N(CC)CC)C.